Regression/Classification. Given a drug SMILES string, predict its absorption, distribution, metabolism, or excretion properties. Task type varies by dataset: regression for continuous measurements (e.g., permeability, clearance, half-life) or binary classification for categorical outcomes (e.g., BBB penetration, CYP inhibition). For this dataset (ppbr_az), we predict Y. From a dataset of Plasma protein binding rate (PPBR) regression data from AstraZeneca. (1) The drug is CC(C)Cn1c(=O)n(C)c(=O)c2c(C(=O)N3CC[C@@H](O)C3)c(Cc3c[nH]c4ncccc34)sc21. The Y is 68.6 %. (2) The drug is CC(C)(C)C(NC(=O)c1ccccc1)C(=O)c1ccc(Cl)cc1. The Y is 99.4 %. (3) The compound is CC(=O)S[C@@H]1CC2=CC(=O)CC[C@]2(C)C2CC[C@@]3(C)C(CC[C@@]34CCC(=O)O4)C21. The Y is 76.0 %. (4) The molecule is CC1=C2C[C@H]3[C@@H](CC=C4C[C@@H](O)CC[C@@]43C)[C@@H]2CC[C@]12O[C@@H]1C[C@H](C)CN[C@H]1[C@H]2C. The Y is 93.2 %. (5) The compound is CCOc1cc2nnc(C(N)=O)c(Nc3ccc(F)cc3F)c2cc1N1CCN(C)CC1. The Y is 96.2 %. (6) The molecule is CN(CC(=O)O)NC(=O)C[C@H](N)C[C@@H](O)CN. The Y is 12.6 %. (7) The drug is Cc1cnc(NC(=O)C2C(=O)c3ccccc3S(=O)(=O)N2C)s1. The Y is 99.6 %.